Dataset: Reaction yield outcomes from USPTO patents with 853,638 reactions. Task: Predict the reaction yield, written as a fraction of the theoretical maximum amount of product (1.0 means a 100% yield; for example, 0.34 means a 34% yield). (1) The reactants are Br[C:2]1[CH:23]=[CH:22][C:5]([C:6]([NH:8][S:9]([C:12]2[CH:17]=[CH:16][CH:15]=[CH:14][C:13]=2[S:18](=[O:21])(=[O:20])[NH2:19])(=[O:11])=[O:10])=[O:7])=[CH:4][N:3]=1.[C:24]1([C:30]#[CH:31])[CH:29]=[CH:28][CH:27]=[CH:26][CH:25]=1. No catalyst specified. The product is [C:24]1([C:30]#[C:31][C:2]2[CH:23]=[CH:22][C:5]([C:6]([NH:8][S:9]([C:12]3[CH:17]=[CH:16][CH:15]=[CH:14][C:13]=3[S:18](=[O:21])(=[O:20])[NH2:19])(=[O:11])=[O:10])=[O:7])=[CH:4][N:3]=2)[CH:29]=[CH:28][CH:27]=[CH:26][CH:25]=1. The yield is 0.990. (2) The reactants are [Br:1][C:2]1[CH:3]=[C:4]2[C:8](=[CH:9][CH:10]=1)[N:7]([S:11]([C:14]1[CH:20]=[CH:19][C:17]([CH3:18])=[CH:16][CH:15]=1)(=[O:13])=[O:12])[CH:6]=[C:5]2[CH:21](O)[C:22]1[CH:27]=[CH:26][C:25]([C:28]([CH3:32])([CH3:31])[C:29]#[N:30])=[CH:24][CH:23]=1.[SiH](CC)(CC)CC.C(O)(C(F)(F)F)=O.O. The catalyst is C(Cl)Cl. The product is [Br:1][C:2]1[CH:3]=[C:4]2[C:8](=[CH:9][CH:10]=1)[N:7]([S:11]([C:14]1[CH:15]=[CH:16][C:17]([CH3:18])=[CH:19][CH:20]=1)(=[O:13])=[O:12])[CH:6]=[C:5]2[CH2:21][C:22]1[CH:23]=[CH:24][C:25]([C:28]([CH3:32])([CH3:31])[C:29]#[N:30])=[CH:26][CH:27]=1. The yield is 0.900. (3) The reactants are [C:1]([O:5][C:6](=[O:21])[CH2:7][CH2:8][CH2:9][O:10][C:11]1[CH:12]=[C:13]([CH:18]=[CH:19][CH:20]=1)[C:14]([O:16]C)=[O:15])([CH3:4])([CH3:3])[CH3:2].[OH-].[Na+]. The catalyst is CO. The product is [C:1]([O:5][C:6](=[O:21])[CH2:7][CH2:8][CH2:9][O:10][C:11]1[CH:12]=[C:13]([CH:18]=[CH:19][CH:20]=1)[C:14]([OH:16])=[O:15])([CH3:4])([CH3:2])[CH3:3]. The yield is 0.470. (4) The product is [C:35]([C:30]1[CH:31]=[CH:32][CH:33]=[CH:34][C:29]=1[C:4]1[CH:5]=[CH:6][C:7]([CH2:8][C:9]2[C:10](=[O:28])[N:11]([C@H:21]3[CH2:26][CH2:25][C@H:24]([O:27][CH:39]([CH3:45])[C:40]([O:42][CH2:43][CH3:44])=[O:41])[CH2:23][CH2:22]3)[C:12]3[N:13]([N:18]=[CH:19][N:20]=3)[C:14]=2[CH2:15][CH2:16][CH3:17])=[C:2]([F:1])[CH:3]=1)#[N:36]. The catalyst is C1(C)C=CC=CC=1.C([O-])(=O)C.[Rh+2].C([O-])(=O)C. The reactants are [F:1][C:2]1[CH:3]=[C:4]([C:29]2[C:30]([C:35]#[N:36])=[CH:31][CH:32]=[CH:33][CH:34]=2)[CH:5]=[CH:6][C:7]=1[CH2:8][C:9]1[C:10](=[O:28])[N:11]([C@H:21]2[CH2:26][CH2:25][C@H:24]([OH:27])[CH2:23][CH2:22]2)[C:12]2[N:13]([N:18]=[CH:19][N:20]=2)[C:14]=1[CH2:15][CH2:16][CH3:17].[N+](=[C:39]([CH3:45])[C:40]([O:42][CH2:43][CH3:44])=[O:41])=[N-]. The yield is 0.880. (5) The reactants are [C:1]([C:3]1[CH:8]=[C:7](/[CH:9]=[CH:10]/[C:11]([O:13][C:14]([CH3:17])([CH3:16])[CH3:15])=[O:12])[CH:6]=[CH:5][N:4]=1)#[N:2].[C:18](OC)(=[O:26])[C:19]1[C:20](=[CH:22][CH:23]=[CH:24][CH:25]=1)[SH:21].C(N(CC)CC)C. The catalyst is C1(C)C=CC=CC=1. The product is [O:26]=[C:18]1[C:19]2[CH:25]=[CH:24][CH:23]=[CH:22][C:20]=2[S:21][C:1]([C:3]2[CH:8]=[C:7](/[CH:9]=[CH:10]/[C:11]([O:13][C:14]([CH3:17])([CH3:16])[CH3:15])=[O:12])[CH:6]=[CH:5][N:4]=2)=[N:2]1. The yield is 0.170. (6) The reactants are Br[C:2]1[S:3][CH:4]=[CH:5][C:6]=1[C:7]([O:9]C)=O.Cl.[NH2:12][C:13]1[CH:18]=[C:17]([C:19]([O:21][CH3:22])=[O:20])[CH:16]=[CH:15][C:14]=1B(O)O.C([O-])(=O)C.[Na+].O. The catalyst is CN(C=O)C.C1C=CC(P(C2C=CC=CC=2)[C-]2C=CC=C2)=CC=1.C1C=CC(P(C2C=CC=CC=2)[C-]2C=CC=C2)=CC=1.Cl[Pd]Cl.[Fe+2]. The product is [O:9]=[C:7]1[C:6]2[CH:5]=[CH:4][S:3][C:2]=2[C:14]2[CH:15]=[CH:16][C:17]([C:19]([O:21][CH3:22])=[O:20])=[CH:18][C:13]=2[NH:12]1. The yield is 0.500. (7) The reactants are [C:1]([O:5][C:6]([N:8]1[CH2:12][CH:11]([OH:13])[CH:10]([S:14]([C:17]2[CH:22]=[CH:21][C:20]([O:23][CH2:24][C:25]3[CH:30]=[CH:29][CH:28]=[CH:27][CH:26]=3)=[CH:19][CH:18]=2)(=[O:16])=[O:15])[CH2:9]1)=[O:7])([CH3:4])([CH3:3])[CH3:2].[Cr](O[Cr]([O-])(=O)=O)([O-])(=O)=O.[NH+]1C=CC=CC=1.[NH+]1C=CC=CC=1. The catalyst is C(Cl)Cl. The product is [C:1]([O:5][C:6]([N:8]1[CH2:12][C:11](=[O:13])[CH:10]([S:14]([C:17]2[CH:22]=[CH:21][C:20]([O:23][CH2:24][C:25]3[CH:30]=[CH:29][CH:28]=[CH:27][CH:26]=3)=[CH:19][CH:18]=2)(=[O:16])=[O:15])[CH2:9]1)=[O:7])([CH3:4])([CH3:2])[CH3:3]. The yield is 0.480. (8) The reactants are [CH3:1]I.[CH:3]1[C:12]2[CH:11]=[CH:10][CH:9]=[C:8]([CH:13]=[O:14])[C:7]=2[CH:6]=[CH:5][N:4]=1. The catalyst is CCOCC. The product is [CH:3]1[C:12]2[C:7](=[C:8]([CH:13]([OH:14])[CH3:1])[CH:9]=[CH:10][CH:11]=2)[CH:6]=[CH:5][N:4]=1. The yield is 0.970. (9) The reactants are [CH2:1]([CH:3]([N:6]1[C:11](=[O:12])[CH2:10][C:9](=[O:13])[N:8]([CH:14]([CH2:17][CH3:18])[CH2:15][CH3:16])[C:7]1=[O:19])[CH2:4][CH3:5])[CH3:2].C(N(C(C)C)CC)(C)C.[N:29]([CH2:32][C:33]([O:35]CC)=[O:34])=[C:30]=[O:31]. The catalyst is ClCCl.CCCCCC. The product is [CH2:17]([CH:14]([N:8]1[C:9]([OH:13])=[C:10]([C:30]([NH:29][CH2:32][C:33]([OH:35])=[O:34])=[O:31])[C:11](=[O:12])[N:6]([CH:3]([CH2:4][CH3:5])[CH2:1][CH3:2])[C:7]1=[O:19])[CH2:15][CH3:16])[CH3:18]. The yield is 0.360.